The task is: Predict the reactants needed to synthesize the given product.. This data is from Full USPTO retrosynthesis dataset with 1.9M reactions from patents (1976-2016). (1) Given the product [C:1]([SiH2:5][O:6][C:7]([CH3:36])([CH3:37])[C@@:8]([CH3:9])(/[CH:20]=[CH:21]/[C:22]1[CH:23]=[CH:24][C:29]2[C:30](=[CH:25][C:26]([C@H:32]([OH:34])[CH3:33])=[CH:27][CH:28]=2)[CH:31]=1)[C:47]([OH:43])=[O:38])([CH3:4])([CH3:2])[CH3:3], predict the reactants needed to synthesize it. The reactants are: [C:1]([SiH2:5][O:6][C:7]([CH3:37])([CH3:36])[C@@:8](C)(/[CH:20]=[CH:21]/[C:22]1[CH:31]=[CH:30][C:29]2[C:24](=[CH:25][C:26]([C@H:32]([OH:34])[CH3:33])=[CH:27][CH:28]=2)[CH:23]=1)[C:9](N1[C@H](C(C)C)COC1=O)=O)([CH3:4])([CH3:3])[CH3:2].[OH:38]O.O.[OH-].[Li+].[O:43]1[CH2:47]CCC1.O. (2) Given the product [CH3:41][N:42]([CH3:46])[C:43](=[O:44])[O:37][C:35]([CH3:38])([CH3:36])[CH2:34][CH:21]1[CH2:20][CH2:19][CH:18]([O:17][CH2:16][C:13]2[CH:14]=[CH:15][C:10]3[O:9][CH2:8][CH2:7][N:6]([CH2:5][CH2:4][CH2:3][O:2][CH3:1])[C:11]=3[CH:12]=2)[CH2:23][N:22]1[S:24]([C:27]1[CH:28]=[CH:29][C:30]([CH3:33])=[CH:31][CH:32]=1)(=[O:25])=[O:26], predict the reactants needed to synthesize it. The reactants are: [CH3:1][O:2][CH2:3][CH2:4][CH2:5][N:6]1[C:11]2[CH:12]=[C:13]([CH2:16][O:17][CH:18]3[CH2:23][N:22]([S:24]([C:27]4[CH:32]=[CH:31][C:30]([CH3:33])=[CH:29][CH:28]=4)(=[O:26])=[O:25])[CH:21]([CH2:34][C:35]([CH3:38])([OH:37])[CH3:36])[CH2:20][CH2:19]3)[CH:14]=[CH:15][C:10]=2[O:9][CH2:8][CH2:7]1.[H-].[K+].[CH3:41][N:42]([CH3:46])[C:43](Cl)=[O:44].